Dataset: Catalyst prediction with 721,799 reactions and 888 catalyst types from USPTO. Task: Predict which catalyst facilitates the given reaction. (1) Reactant: [Cl:1][C:2]1[N:10]=[C:9]2[C:5]([NH:6][CH:7]=[N:8]2)=[C:4]([NH:11][CH:12]2[CH2:17][CH2:16][CH2:15][CH2:14][CH2:13]2)[N:3]=1.Br[CH:19]1[CH2:23][CH2:22][CH2:21][CH2:20]1.C(=O)([O-])[O-].[K+].[K+]. Product: [Cl:1][C:2]1[N:10]=[C:9]2[C:5]([N:6]=[CH:7][N:8]2[CH:19]2[CH2:23][CH2:22][CH2:21][CH2:20]2)=[C:4]([NH:11][CH:12]2[CH2:17][CH2:16][CH2:15][CH2:14][CH2:13]2)[N:3]=1. The catalyst class is: 3. (2) Reactant: [N:1]([C@@H:4]([C@H:41]([C:49]1[CH:54]=[C:53]([F:55])[CH:52]=[C:51]([F:56])[CH:50]=1)[C:42]1[CH:47]=[CH:46][C:45]([F:48])=[CH:44][CH:43]=1)[C:5]([NH:7][C:8]1[CH:9]=[N:10][CH:11]=[C:12]([F:40])[C:13]=1[CH2:14][CH2:15][C@H:16]([NH:30][S:31]([C:34]1[CH:39]=[CH:38][CH:37]=[CH:36][CH:35]=1)(=[O:33])=[O:32])[CH2:17][N:18]([CH2:26][C@@H:27](O)[CH3:28])[C:19](=[O:25])[O:20][C:21]([CH3:24])([CH3:23])[CH3:22])=[O:6])=[N+:2]=[N-:3].C1(P(C2C=CC=CC=2)C2C=CC=CC=2)C=CC=CC=1.CC(OC(/N=N/C(OC(C)C)=O)=O)C.O. Product: [N:1]([C@@H:4]([C@H:41]([C:49]1[CH:54]=[C:53]([F:55])[CH:52]=[C:51]([F:56])[CH:50]=1)[C:42]1[CH:43]=[CH:44][C:45]([F:48])=[CH:46][CH:47]=1)[C:5]([NH:7][C:8]1[CH:9]=[N:10][CH:11]=[C:12]([F:40])[C:13]=1[CH2:14][CH2:15][C@@H:16]1[N:30]([S:31]([C:34]2[CH:39]=[CH:38][CH:37]=[CH:36][CH:35]=2)(=[O:32])=[O:33])[C@H:27]([CH3:28])[CH2:26][N:18]([C:19]([O:20][C:21]([CH3:22])([CH3:23])[CH3:24])=[O:25])[CH2:17]1)=[O:6])=[N+:2]=[N-:3]. The catalyst class is: 49.